This data is from Forward reaction prediction with 1.9M reactions from USPTO patents (1976-2016). The task is: Predict the product of the given reaction. (1) The product is: [OH:22][C:1]([C:4]1[N:9]=[C:8]([C:10]([F:13])([F:12])[F:11])[N:7]=[C:6]([C:14]([OH:16])=[O:15])[CH:5]=1)([CH3:3])[CH3:2]. Given the reactants [CH:1]([C:4]1[N:9]=[C:8]([C:10]([F:13])([F:12])[F:11])[N:7]=[C:6]([C:14]([O:16]CC)=[O:15])[CH:5]=1)([CH3:3])[CH3:2].CC(C)([O-:22])C.[K+].O=O.S([O-])([O-])=O.[Na+].[Na+].O.[OH-].[Li+].Cl, predict the reaction product. (2) Given the reactants [F:1][C:2]1[C:7]2[CH2:8][CH:9]([CH2:11][N:12]=[N+]=[N-])[O:10][C:6]=2[C:5]([C:15]2[CH:20]=[CH:19][CH:18]=[CH:17][CH:16]=2)=[CH:4][C:3]=1[F:21], predict the reaction product. The product is: [F:1][C:2]1[C:7]2[CH2:8][CH:9]([CH2:11][NH2:12])[O:10][C:6]=2[C:5]([C:15]2[CH:16]=[CH:17][CH:18]=[CH:19][CH:20]=2)=[CH:4][C:3]=1[F:21]. (3) Given the reactants I[C:2]1[N:6]2[CH:7]=[CH:8][CH:9]=[CH:10][C:5]2=[N:4][CH:3]=1.C([Mg]Cl)(C)C.[CH2:16]([Sn:20]([CH2:26][CH2:27][CH2:28][CH3:29])([CH2:22][CH2:23][CH2:24][CH3:25])Cl)[CH2:17][CH2:18][CH3:19], predict the reaction product. The product is: [CH2:26]([Sn:20]([CH2:16][CH2:17][CH2:18][CH3:19])([CH2:22][CH2:23][CH2:24][CH3:25])[C:2]1[N:6]2[CH:7]=[CH:8][CH:9]=[CH:10][C:5]2=[N:4][CH:3]=1)[CH2:27][CH2:28][CH3:29]. (4) Given the reactants [C:1]([O:5][C:6]([NH:8][C:9]1[S:10][C:11]([CH:19]=O)=[C:12]([C:14]2[O:15][CH:16]=[CH:17][CH:18]=2)[N:13]=1)=[O:7])([CH3:4])([CH3:3])[CH3:2].[NH:21]1[CH2:26][CH2:25][O:24][CH2:23][CH2:22]1.C(O[BH-](OC(=O)C)OC(=O)C)(=O)C.[Na+].O, predict the reaction product. The product is: [C:1]([O:5][C:6]([NH:8][C:9]1[S:10][C:11]([CH2:19][N:21]2[CH2:26][CH2:25][O:24][CH2:23][CH2:22]2)=[C:12]([C:14]2[O:15][CH:16]=[CH:17][CH:18]=2)[N:13]=1)=[O:7])([CH3:2])([CH3:3])[CH3:4]. (5) The product is: [N:1]1[CH:6]=[CH:5][CH:4]=[CH:3][C:2]=1[CH2:7][CH2:8][C:9]1[CH:14]=[CH:13][C:12]([C:15]2([C:18]([N:20]3[CH2:24][CH2:23][C@@:22]4([C:32]5[CH:31]=[CH:30][N:29]=[CH:28][C:27]=5[C:26](=[O:33])[O:25]4)[CH2:21]3)=[O:19])[CH2:17][CH2:16]2)=[CH:11][CH:10]=1. Given the reactants [N:1]1[CH:6]=[CH:5][CH:4]=[CH:3][C:2]=1/[CH:7]=[CH:8]/[C:9]1[CH:14]=[CH:13][C:12]([C:15]2([C:18]([N:20]3[CH2:24][CH2:23][C@@:22]4([C:32]5[CH:31]=[CH:30][N:29]=[CH:28][C:27]=5[C:26](=[O:33])[O:25]4)[CH2:21]3)=[O:19])[CH2:17][CH2:16]2)=[CH:11][CH:10]=1, predict the reaction product. (6) Given the reactants [ClH:1].[CH2:2]1[C:10]2[C:5](=[CH:6][CH:7]=[CH:8][CH:9]=2)[CH2:4][CH:3]1[NH:11][C:12]1[N:13]=[CH:14][C:15]2[CH2:20][N:19]([C:21]([O:23][CH2:24][CH:25]3[CH2:30][N:29]4[CH:31]=[CH:32][N:33]=[C:28]4[CH2:27][CH2:26]3)=[O:22])[CH2:18][C:16]=2[N:17]=1, predict the reaction product. The product is: [ClH:1].[CH2:2]1[C:10]2[C:5](=[CH:6][CH:7]=[CH:8][CH:9]=2)[CH2:4][CH:3]1[NH:11][C:12]1[N:13]=[CH:14][C:15]2[CH2:20][N:19]([C:21]([O:23][CH2:24][CH:25]3[CH2:30][N:29]4[CH:31]=[CH:32][N:33]=[C:28]4[CH2:27][CH2:26]3)=[O:22])[CH2:18][C:16]=2[N:17]=1. (7) Given the reactants [N:1]1[CH:6]=[CH:5][C:4]([N:7]2[CH2:12][CH2:11][CH:10]([C:13]([OH:15])=O)[CH2:9][CH2:8]2)=[CH:3][CH:2]=1.S(Cl)([Cl:18])=O, predict the reaction product. The product is: [N:1]1[CH:6]=[CH:5][C:4]([N:7]2[CH2:12][CH2:11][CH:10]([C:13]([Cl:18])=[O:15])[CH2:9][CH2:8]2)=[CH:3][CH:2]=1. (8) Given the reactants [OH-].[Na+].[NH:3]1[C:11]2[CH:10]=[CH:9][CH:8]=[C:7]([C:12]([O:14]C)=[O:13])[C:6]=2[CH:5]=[N:4]1, predict the reaction product. The product is: [NH:3]1[C:11]2[CH:10]=[CH:9][CH:8]=[C:7]([C:12]([OH:14])=[O:13])[C:6]=2[CH:5]=[N:4]1. (9) Given the reactants Br[C:2]1[CH:3]=[C:4]([O:12][C@@H:13]([C@H:15]2[CH2:19][NH:18][C:17](=[O:20])[CH2:16]2)[CH3:14])[C:5]2[C:9]([CH:10]=1)=[N:8][N:7]([CH3:11])[CH:6]=2.C([Sn](CCCC)(CCCC)[C:26]1[N:27]=[CH:28][S:29][CH:30]=1)CCC, predict the reaction product. The product is: [CH3:11][N:7]1[CH:6]=[C:5]2[C:9]([CH:10]=[C:2]([C:26]3[N:27]=[CH:28][S:29][CH:30]=3)[CH:3]=[C:4]2[O:12][C@@H:13]([C@H:15]2[CH2:19][NH:18][C:17](=[O:20])[CH2:16]2)[CH3:14])=[N:8]1. (10) Given the reactants I[C:2]1[CH:10]=[CH:9][N:8]=[C:7]2[C:3]=1[CH:4]=[N:5][NH:6]2.C([Mg]Cl)(C)C.CON(C)[C:19]([C:21]1[C:26]([NH:27][S:28]([C:31]2[CH:36]=[CH:35][C:34]([Cl:37])=[C:33]([C:38]([F:41])([F:40])[F:39])[CH:32]=2)(=[O:30])=[O:29])=[CH:25][C:24]([Cl:42])=[CH:23][N:22]=1)=[O:20], predict the reaction product. The product is: [Cl:37][C:34]1[CH:35]=[CH:36][C:31]([S:28]([NH:27][C:26]2[C:21]([C:19]([C:2]3[C:3]4[CH:4]=[N:5][NH:6][C:7]=4[N:8]=[CH:9][CH:10]=3)=[O:20])=[N:22][CH:23]=[C:24]([Cl:42])[CH:25]=2)(=[O:30])=[O:29])=[CH:32][C:33]=1[C:38]([F:39])([F:41])[F:40].